Task: Predict the reaction yield, written as a fraction of the theoretical maximum amount of product (1.0 means a 100% yield; for example, 0.34 means a 34% yield).. Dataset: Reaction yield outcomes from USPTO patents with 853,638 reactions (1) The reactants are [OH:1][C:2]1[C:19]2[CH2:18][C@@:17]([OH:24])([C:20](=[O:23])[CH2:21][OH:22])[CH2:16][C@H:15]([O:25][C@@H:26]3[O:40][C@@H:39]([CH3:41])[C@H:29]4[O:30][C@H:31]5[N:36]([C@H:28]4[CH2:27]3)[CH2:35][CH2:34][O:33][C@@H:32]5[O:37][CH3:38])[C:14]=2[C:13]([OH:42])=[C:12]2[C:3]=1[C:4](=[O:46])[C:5]1[CH:6]=[CH:7][CH:8]=[C:9]([O:44][CH3:45])[C:10]=1[C:11]2=[O:43].[CH2:47]([O:49][C:50](=[O:59])[CH2:51][O:52][C:53]1[CH2:58][CH2:57][CH2:56][CH2:55][CH:54]=1)[CH3:48].O.C1(C)C=CC(S(O)(=O)=O)=CC=1.C(=O)(O)[O-].[Na+]. The catalyst is CN(C)C=O. The product is [CH2:47]([O:49][C:50](=[O:59])[CH2:51][O:52][C:53]1([O:22][CH2:21][C:20](=[O:23])[C@@:17]2([OH:24])[CH2:16][C@H:15]([O:25][C@@H:26]3[O:40][C@@H:39]([CH3:41])[C@H:29]4[O:30][C@H:31]5[N:36]([C@H:28]4[CH2:27]3)[CH2:35][CH2:34][O:33][C@@H:32]5[O:37][CH3:38])[C:14]3[C:19](=[C:2]([OH:1])[C:3]4[C:4](=[O:46])[C:5]5[C:10]([C:11](=[O:43])[C:12]=4[C:13]=3[OH:42])=[C:9]([O:44][CH3:45])[CH:8]=[CH:7][CH:6]=5)[CH2:18]2)[CH2:58][CH2:57][CH2:56][CH2:55][CH2:54]1)[CH3:48]. The yield is 0.370. (2) The reactants are O[CH2:2][C:3]1[CH:4]=[CH:5][C:6]([C:9]([N:11]2[CH2:16][CH2:15][N:14]([CH:17]([CH3:19])[CH3:18])[CH2:13][CH2:12]2)=[O:10])=[N:7][CH:8]=1.COC(=O)[C:23]1[CH:28]=[CH:27][C:26](C(N2CCN(C(C)C)CC2)=O)=[N:25][CH:24]=1.C(O[AlH-](OC(C)(C)C)OC(C)(C)C)(C)(C)C.[Li+]. The catalyst is C1COCC1. The product is [CH:17]([N:14]1[CH2:15][CH2:16][N:11]([C:9]([C:6]2[CH:5]=[CH:4][C:3]([CH2:2][N:25]3[CH2:26][CH2:27][CH2:28][CH2:23][CH2:24]3)=[CH:8][N:7]=2)=[O:10])[CH2:12][CH2:13]1)([CH3:19])[CH3:18]. The yield is 0.610. (3) The reactants are [Cl:1][C:2]1[N:7]=[C:6]([CH3:8])[CH:5]=[CH:4][N:3]=1.[F:9][C:10]1[CH:20]=[CH:19][C:13]([C:14](OCC)=[O:15])=[CH:12][CH:11]=1.C[Si]([N-][Si](C)(C)C)(C)C.[Li+].O. The catalyst is O1CCCC1. The product is [Cl:1][C:2]1[N:7]=[C:6]([CH2:8][C:14]([C:13]2[CH:19]=[CH:20][C:10]([F:9])=[CH:11][CH:12]=2)=[O:15])[CH:5]=[CH:4][N:3]=1. The yield is 0.830. (4) The reactants are CO[C:3]1[CH:8]=[CH:7][CH:6]=[CH:5][C:4]=1[CH2:9][C:10](=O)[CH3:11].[CH:13]([O-:15])=O.[NH4+:16].C(O)(=O)C. The catalyst is CO. The product is [CH3:13][O:15][C:7]1[CH:8]=[CH:3][C:4]([CH2:9][C@H:10]([NH2:16])[CH3:11])=[CH:5][CH:6]=1. The yield is 0.890. (5) The reactants are [C:1]([C:3]1[CH:4]=[CH:5][C:6]2[N:7]([N:9]=[C:10]([C:18]3[CH:23]=[CH:22][C:21]([F:24])=[CH:20][CH:19]=3)[C:11]=2[C:12]2[CH:17]=[CH:16][N:15]=[CH:14][CH:13]=2)[CH:8]=1)#[N:2].Cl.[OH-:26].[Na+]. The catalyst is CCOCC. The product is [F:24][C:21]1[CH:22]=[CH:23][C:18]([C:10]2[C:11]([C:12]3[CH:13]=[CH:14][N:15]=[CH:16][CH:17]=3)=[C:6]3[CH:5]=[CH:4][C:3]([C:1]([NH2:2])=[O:26])=[CH:8][N:7]3[N:9]=2)=[CH:19][CH:20]=1. The yield is 0.850.